Dataset: Full USPTO retrosynthesis dataset with 1.9M reactions from patents (1976-2016). Task: Predict the reactants needed to synthesize the given product. (1) Given the product [CH3:1][C@H:2]1[C:20](=[O:21])[O:19][C@@H:18]([CH2:22][C:23]([CH3:48])([CH3:24])[CH3:25])[C:16](=[O:17])[O:15][C@H:14]([C@@H:26]([C@H:28]2[O:30][C@@H:29]2[C:31]2[CH:32]=[CH:33][CH:34]=[CH:35][CH:36]=2)[CH3:27])[CH2:13][CH:12]=[CH:11][C:9](=[O:10])[NH:8][C@H:7]([CH2:37][C:38]2[CH:43]=[CH:42][C:41]([O:44][CH3:45])=[C:40]([Cl:46])[CH:39]=2)[C:5](=[O:6])[NH:4][CH2:3]1, predict the reactants needed to synthesize it. The reactants are: [CH3:1][CH:2]1[C:20](=[O:21])[O:19][CH:18]([CH2:22][CH:23]([CH3:25])[CH3:24])[C:16](=[O:17])[O:15][CH:14]([CH:26]([CH:28]2[O:30][CH:29]2[C:31]2[CH:36]=[CH:35][CH:34]=[CH:33][CH:32]=2)[CH3:27])[CH2:13][CH:12]=[CH:11][C:9](=[O:10])[NH:8][CH:7]([CH2:37][C:38]2[CH:43]=[CH:42][C:41]([O:44][CH3:45])=[C:40]([Cl:46])[CH:39]=2)[C:5](=[O:6])[NH:4][CH2:3]1.Cl[C:48]1C=CC=C(C(OO)=O)C=1. (2) Given the product [CH3:18][N:17]([CH3:19])[C:15](=[O:16])[C:14]1[CH:20]=[CH:21][C:11]([NH:10][C:9]([NH:8][C:5]2[CH:6]=[CH:7][C:2]([B:23]3[O:27][C:26]([CH3:29])([CH3:28])[C:25]([CH3:31])([CH3:30])[O:24]3)=[CH:3][CH:4]=2)=[O:22])=[CH:12][CH:13]=1, predict the reactants needed to synthesize it. The reactants are: Br[C:2]1[CH:7]=[CH:6][C:5]([NH:8][C:9](=[O:22])[NH:10][C:11]2[CH:21]=[CH:20][C:14]([C:15]([N:17]([CH3:19])[CH3:18])=[O:16])=[CH:13][CH:12]=2)=[CH:4][CH:3]=1.[B:23]1([B:23]2[O:27][C:26]([CH3:29])([CH3:28])[C:25]([CH3:31])([CH3:30])[O:24]2)[O:27][C:26]([CH3:29])([CH3:28])[C:25]([CH3:31])([CH3:30])[O:24]1.CC([O-])=O.[K+].C(Cl)Cl. (3) Given the product [CH2:1]([O:8][C:9]([NH:11][C@H:12]1[CH2:16][CH2:15][N:14]([C@@H:17]([CH3:25])[C:18]([OH:20])=[O:19])[C:13]1=[O:26])=[O:10])[C:2]1[CH:7]=[CH:6][CH:5]=[CH:4][CH:3]=1, predict the reactants needed to synthesize it. The reactants are: [CH2:1]([O:8][C:9]([NH:11][C@H:12]1[CH2:16][CH2:15][N:14]([C@@H:17]([CH3:25])[C:18]([O:20]C(C)(C)C)=[O:19])[C:13]1=[O:26])=[O:10])[C:2]1[CH:7]=[CH:6][CH:5]=[CH:4][CH:3]=1.FC(F)(F)C(O)=O. (4) Given the product [CH2:10]([O:11][CH:2]1[C:10](=[O:11])[CH2:9][CH2:8][C:7]2([CH3:12])[CH:3]1[CH2:4][CH2:5][C:6]2=[O:13])[CH:9]=[CH2:8], predict the reactants needed to synthesize it. The reactants are: Br[CH:2]1[C:10](=[O:11])[CH2:9][CH2:8][C:7]2([CH3:12])[CH:3]1[CH2:4][CH2:5][C:6]2=[O:13]. (5) Given the product [CH3:60][N:40]([CH3:39])[CH:41]1[CH2:46][CH2:45][N:44]([C:47](=[O:59])[CH2:48][CH2:49][C:50]2[N:51]([CH2:55][C:56]([O:38][CH:35]([CH2:36][CH3:37])[CH3:34])=[O:57])[CH:52]=[CH:53][N:54]=2)[CH2:43][CH2:42]1, predict the reactants needed to synthesize it. The reactants are: C(N(C(C)C)CC)(C)C.CN(C(ON1N=NC2C=CC=CC1=2)=[N+](C)C)C.F[P-](F)(F)(F)(F)F.[CH3:34][CH:35]([OH:38])[CH2:36][CH3:37].[CH3:39][N:40]([CH3:60])[CH:41]1[CH2:46][CH2:45][N:44]([C:47](=[O:59])[CH2:48][CH2:49][C:50]2[N:51]([CH2:55][C:56](O)=[O:57])[CH:52]=[CH:53][N:54]=2)[CH2:43][CH2:42]1. (6) Given the product [C:1]([O:5][C:6](=[O:18])[C:7]([S:8]([C:11]1[CH:12]=[CH:13][C:14]([F:17])=[CH:15][CH:16]=1)(=[O:10])=[O:9])([CH2:16][C:11]#[C:12][CH3:13])[C:20]#[C:21][CH2:22][CH3:23])([CH3:4])([CH3:2])[CH3:3], predict the reactants needed to synthesize it. The reactants are: [C:1]([O:5][C:6](=[O:18])[CH2:7][S:8]([C:11]1[CH:16]=[CH:15][C:14]([F:17])=[CH:13][CH:12]=1)(=[O:10])=[O:9])([CH3:4])([CH3:3])[CH3:2].Br[CH2:20][C:21]#[C:22][CH3:23].